Dataset: Catalyst prediction with 721,799 reactions and 888 catalyst types from USPTO. Task: Predict which catalyst facilitates the given reaction. (1) Reactant: [C:1]1([CH:7]([NH2:15])[CH2:8][C:9]2[CH:14]=[CH:13][CH:12]=[CH:11][CH:10]=2)[CH:6]=[CH:5][CH:4]=[CH:3][CH:2]=1.[Br:16][C:17]1[CH:22]=[CH:21][C:20]([CH:23]2[CH2:27][CH2:26][C:25](OC)=[N:24]2)=[CH:19][CH:18]=1. Product: [Br:16][C:17]1[CH:18]=[CH:19][C:20]([CH:23]2[N:24]=[C:25]([NH:15][CH:7]([C:1]3[CH:6]=[CH:5][CH:4]=[CH:3][CH:2]=3)[CH2:8][C:9]3[CH:10]=[CH:11][CH:12]=[CH:13][CH:14]=3)[CH2:26][CH2:27]2)=[CH:21][CH:22]=1. The catalyst class is: 32. (2) Reactant: [CH3:1][Si:2]([C:5]#[C:6][C:7]1[CH:13]=[CH:12][C:10](N)=[CH:9][CH:8]=1)([CH3:4])[CH3:3].N([O-])=O.[Na+].[I-:18].[K+]. Product: [CH3:1][Si:2]([C:5]#[C:6][C:7]1[CH:13]=[CH:12][C:10]([I:18])=[CH:9][CH:8]=1)([CH3:4])[CH3:3]. The catalyst class is: 33.